From a dataset of Catalyst prediction with 721,799 reactions and 888 catalyst types from USPTO. Predict which catalyst facilitates the given reaction. (1) Reactant: C(OC(=O)[N:7]([C:17]1[C:22]([O:23][CH3:24])=[CH:21][C:20]([CH:25](O)[C:26]2[C:34]3[C:29](=[N:30][CH:31]=[C:32]([CH3:35])[CH:33]=3)[NH:28][CH:27]=2)=[CH:19][N:18]=1)CC1C=CC(OC)=CC=1)(C)(C)C.C([SiH](CC)CC)C.FC(F)(F)C(O)=O. Product: [CH3:24][O:23][C:22]1[C:17]([NH2:7])=[N:18][CH:19]=[C:20]([CH2:25][C:26]2[C:34]3[C:29](=[N:30][CH:31]=[C:32]([CH3:35])[CH:33]=3)[NH:28][CH:27]=2)[CH:21]=1. The catalyst class is: 10. (2) Reactant: [Li+].CC([N-]C(C)C)C.[CH:9]([N:12]([C:20]1[S:21][CH:22]=[CH:23][N:24]=1)[C:13](=[O:19])[O:14][C:15]([CH3:18])([CH3:17])[CH3:16])([CH3:11])[CH3:10].[CH2:25]([Sn:29](Cl)([CH2:34][CH2:35][CH2:36][CH3:37])[CH2:30][CH2:31][CH2:32][CH3:33])[CH2:26][CH2:27][CH3:28]. Product: [CH:9]([N:12]([C:20]1[S:21][C:22]([Sn:29]([CH2:30][CH2:31][CH2:32][CH3:33])([CH2:34][CH2:35][CH2:36][CH3:37])[CH2:25][CH2:26][CH2:27][CH3:28])=[CH:23][N:24]=1)[C:13](=[O:19])[O:14][C:15]([CH3:18])([CH3:16])[CH3:17])([CH3:11])[CH3:10]. The catalyst class is: 1.